From a dataset of Peptide-MHC class II binding affinity with 134,281 pairs from IEDB. Regression. Given a peptide amino acid sequence and an MHC pseudo amino acid sequence, predict their binding affinity value. This is MHC class II binding data. The peptide sequence is NLYIKSIQSLISDTQ. The MHC is DRB4_0101 with pseudo-sequence DRB4_0103. The binding affinity (normalized) is 0.774.